From a dataset of Peptide-MHC class I binding affinity with 185,985 pairs from IEDB/IMGT. Regression. Given a peptide amino acid sequence and an MHC pseudo amino acid sequence, predict their binding affinity value. This is MHC class I binding data. (1) The peptide sequence is SYNNKEKKW. The MHC is HLA-A24:02 with pseudo-sequence HLA-A24:02. The binding affinity (normalized) is 0. (2) The peptide sequence is ILRGSVAHK. The MHC is HLA-A02:01 with pseudo-sequence HLA-A02:01. The binding affinity (normalized) is 0.377. (3) The peptide sequence is LLKCVSDSWL. The MHC is HLA-A02:02 with pseudo-sequence HLA-A02:02. The binding affinity (normalized) is 0.600. (4) The peptide sequence is VEAMVSRARI. The MHC is HLA-B40:02 with pseudo-sequence HLA-B40:02. The binding affinity (normalized) is 0.295. (5) The peptide sequence is MQDVFTFYV. The MHC is HLA-A25:01 with pseudo-sequence HLA-A25:01. The binding affinity (normalized) is 0.0847. (6) The peptide sequence is LYTVKYPNL. The MHC is HLA-A29:02 with pseudo-sequence HLA-A29:02. The binding affinity (normalized) is 0.0698.